This data is from Forward reaction prediction with 1.9M reactions from USPTO patents (1976-2016). The task is: Predict the product of the given reaction. (1) Given the reactants [CH3:1][C@@H:2]1[CH2:7][CH2:6][CH2:5][NH:4][C@H:3]1[CH2:8][NH:9][C:10](=[O:16])[O:11][C:12]([CH3:15])([CH3:14])[CH3:13].CCN(C(C)C)C(C)C.[F:26][C:27]1[CH:32]=[CH:31][C:30]([C:33]2[S:37][C:36]([CH3:38])=[N:35][C:34]=2[C:39](O)=[O:40])=[CH:29][CH:28]=1.CN(C(ON1N=NC2C=CC=NC1=2)=[N+](C)C)C.F[P-](F)(F)(F)(F)F, predict the reaction product. The product is: [F:26][C:27]1[CH:28]=[CH:29][C:30]([C:33]2[S:37][C:36]([CH3:38])=[N:35][C:34]=2[C:39]([N:4]2[CH2:5][CH2:6][CH2:7][C@@H:2]([CH3:1])[C@@H:3]2[CH2:8][NH:9][C:10](=[O:16])[O:11][C:12]([CH3:15])([CH3:14])[CH3:13])=[O:40])=[CH:31][CH:32]=1. (2) The product is: [CH2:1]([O:3][C:4]([C:6]1([N:9]([CH:52]([CH3:53])[CH3:54])[S:10]([C:13]2[CH:14]=[C:15]([CH:49]=[CH:50][CH:51]=2)[C:16]([NH:18][C:19]2[S:20][C:21]3[CH2:48][CH2:47][CH2:46][CH2:45][C:22]=3[C:23]=2[C:24]([NH:26][C:27]2[CH:32]=[CH:31][C:30]([CH2:33][CH2:34][C:35]3[CH:44]=[CH:43][C:38]([C:39]([OH:41])=[O:40])=[CH:37][CH:36]=3)=[CH:29][CH:28]=2)=[O:25])=[O:17])(=[O:12])=[O:11])[CH2:8][CH2:7]1)=[O:5])[CH3:2]. Given the reactants [CH2:1]([O:3][C:4]([C:6]1([N:9]([CH:52]([CH3:54])[CH3:53])[S:10]([C:13]2[CH:14]=[C:15]([CH:49]=[CH:50][CH:51]=2)[C:16]([NH:18][C:19]2[S:20][C:21]3[CH2:48][CH2:47][CH2:46][CH2:45][C:22]=3[C:23]=2[C:24]([NH:26][C:27]2[CH:32]=[CH:31][C:30]([CH2:33][CH2:34][C:35]3[CH:44]=[CH:43][C:38]([C:39]([O:41]C)=[O:40])=[CH:37][CH:36]=3)=[CH:29][CH:28]=2)=[O:25])=[O:17])(=[O:12])=[O:11])[CH2:8][CH2:7]1)=[O:5])[CH3:2].[OH-].[Na+], predict the reaction product. (3) Given the reactants [NH2:1][C:2]1[C:7]([NH:8][C:9](=[O:12])[O:10][CH3:11])=[C:6]([NH2:13])[N:5]=[C:4]([C:14]2[C:22]3[C:17](=[N:18][CH:19]=[C:20]([F:23])[CH:21]=3)[N:16]([CH2:24][C:25]3[CH:30]=[CH:29][CH:28]=[CH:27][C:26]=3[F:31])[N:15]=2)[N:3]=1.[H-].[Na+].ClC(Cl)(Cl)S(O[CH2:40][C:41]([F:44])([F:43])[F:42])(=O)=O.O, predict the reaction product. The product is: [NH2:1][C:2]1[C:7]([N:8]([CH2:40][C:41]([F:44])([F:43])[F:42])[C:9](=[O:12])[O:10][CH3:11])=[C:6]([NH2:13])[N:5]=[C:4]([C:14]2[C:22]3[C:17](=[N:18][CH:19]=[C:20]([F:23])[CH:21]=3)[N:16]([CH2:24][C:25]3[CH:30]=[CH:29][CH:28]=[CH:27][C:26]=3[F:31])[N:15]=2)[N:3]=1.